Dataset: NCI-60 drug combinations with 297,098 pairs across 59 cell lines. Task: Regression. Given two drug SMILES strings and cell line genomic features, predict the synergy score measuring deviation from expected non-interaction effect. (1) Drug 1: CC(C1=C(C=CC(=C1Cl)F)Cl)OC2=C(N=CC(=C2)C3=CN(N=C3)C4CCNCC4)N. Drug 2: C1=NC(=NC(=O)N1C2C(C(C(O2)CO)O)O)N. Cell line: MDA-MB-231. Synergy scores: CSS=8.33, Synergy_ZIP=-2.37, Synergy_Bliss=1.91, Synergy_Loewe=0.0878, Synergy_HSA=0.620. (2) Drug 1: CC1=C(C(=CC=C1)Cl)NC(=O)C2=CN=C(S2)NC3=CC(=NC(=N3)C)N4CCN(CC4)CCO. Drug 2: CC1C(C(CC(O1)OC2CC(CC3=C2C(=C4C(=C3O)C(=O)C5=C(C4=O)C(=CC=C5)OC)O)(C(=O)CO)O)N)O.Cl. Cell line: SNB-19. Synergy scores: CSS=34.7, Synergy_ZIP=-4.51, Synergy_Bliss=-1.25, Synergy_Loewe=-6.47, Synergy_HSA=-0.443. (3) Drug 1: CC1C(C(CC(O1)OC2CC(CC3=C2C(=C4C(=C3O)C(=O)C5=C(C4=O)C(=CC=C5)OC)O)(C(=O)C)O)N)O.Cl. Drug 2: COC1=NC(=NC2=C1N=CN2C3C(C(C(O3)CO)O)O)N. Cell line: MDA-MB-231. Synergy scores: CSS=2.46, Synergy_ZIP=4.51, Synergy_Bliss=12.5, Synergy_Loewe=-16.7, Synergy_HSA=2.25.